This data is from Reaction yield outcomes from USPTO patents with 853,638 reactions. The task is: Predict the reaction yield, written as a fraction of the theoretical maximum amount of product (1.0 means a 100% yield; for example, 0.34 means a 34% yield). (1) The reactants are ClC(OC(Cl)C)=O.[CH3:8][O:9][C:10]([C:12]1[CH:13]2[N:37](C)[CH:17]([CH2:18][C:19]=1[C:20]1[CH:25]=[CH:24][C:23]([CH2:26][CH2:27][CH2:28][O:29][Si](C(C)(C)C)(C)C)=[CH:22][CH:21]=1)[CH2:16][S:15][CH2:14]2)=[O:11].C([O-])(O)=O.[Na+].CCN(C(C)C)C(C)C.[CH3:65][C:64]([O:63][C:61](O[C:61]([O:63][C:64]([CH3:67])([CH3:66])[CH3:65])=[O:62])=[O:62])([CH3:67])[CH3:66]. The catalyst is ClCCCl. The product is [CH3:8][O:9][C:10]([C:12]1[CH:13]2[N:37]([C:61]([O:63][C:64]([CH3:65])([CH3:66])[CH3:67])=[O:62])[CH:17]([CH2:18][C:19]=1[C:20]1[CH:21]=[CH:22][C:23]([CH2:26][CH2:27][CH2:28][OH:29])=[CH:24][CH:25]=1)[CH2:16][S:15][CH2:14]2)=[O:11]. The yield is 0.760. (2) The reactants are C(=O)([O-])[O-].[Na+].[Na+].[C:7]([O:11][C:12]([N:14]1[CH2:21][CH:20]2[CH:16]([CH2:17][NH:18][CH2:19]2)[CH2:15]1)=[O:13])([CH3:10])([CH3:9])[CH3:8].[F:22][C:23]1[CH:31]=[CH:30][CH:29]=[C:28]([N:32]2[N:36]=[CH:35][CH:34]=[N:33]2)[C:24]=1[C:25](Cl)=[O:26]. The catalyst is C1(C)C=CC=CC=1. The product is [C:7]([O:11][C:12]([N:14]1[CH2:15][CH:16]2[CH:20]([CH2:19][N:18]([C:25](=[O:26])[C:24]3[C:28]([N:32]4[N:33]=[CH:34][CH:35]=[N:36]4)=[CH:29][CH:30]=[CH:31][C:23]=3[F:22])[CH2:17]2)[CH2:21]1)=[O:13])([CH3:10])([CH3:8])[CH3:9]. The yield is 0.768. (3) The reactants are Br[C@@H:2]([CH2:8][N:9]([CH2:19][C@@H:20](Br)[C:21]([O:23][CH2:24][CH3:25])=[O:22])[S:10]([C:13]1[CH:18]=[CH:17][CH:16]=[CH:15][CH:14]=1)(=[O:12])=[O:11])[C:3]([O:5][CH2:6][CH3:7])=[O:4].[CH2:27]([NH2:34])[C:28]1[CH:33]=[CH:32][CH:31]=[CH:30][CH:29]=1. The catalyst is C1(C)C=CC=CC=1. The product is [CH2:27]([N:34]1[C@H:2]([C:3]([O:5][CH2:6][CH3:7])=[O:4])[CH2:8][N:9]([S:10]([C:13]2[CH:18]=[CH:17][CH:16]=[CH:15][CH:14]=2)(=[O:12])=[O:11])[CH2:19][C@@H:20]1[C:21]([O:23][CH2:24][CH3:25])=[O:22])[C:28]1[CH:33]=[CH:32][CH:31]=[CH:30][CH:29]=1. The yield is 0.600. (4) The reactants are [CH3:1][CH2:2][CH2:3][CH2:4][C:5]1[N:9]([CH2:10][C:11]2[CH:12]=[CH:13][C:14]([C:17]3[CH:18]=[CH:19][CH:20]=[CH:21][C:22]=3[C:23]3[N:27]=[N:26][NH:25][N:24]=3)=[CH:15][CH:16]=2)[C:8]([CH2:28][OH:29])=[C:7]([Cl:30])[N:6]=1.[OH-].[K+:32]. The catalyst is C(O)(C)C.O.CCCCCCC. The product is [CH3:1][CH2:2][CH2:3][CH2:4][C:5]1[N:9]([CH2:10][C:11]2[CH:16]=[CH:15][C:14]([C:17]3[CH:18]=[CH:19][CH:20]=[CH:21][C:22]=3[C:23]3[N:27]=[N:26][N-:25][N:24]=3)=[CH:13][CH:12]=2)[C:8]([CH2:28][OH:29])=[C:7]([Cl:30])[N:6]=1.[K+:32]. The yield is 0.770. (5) The reactants are Cl.[NH2:2][C@H:3]1[CH2:6][C@H:5]([N:7]2[C:11]3=[N:12][CH:13]=[CH:14][N:15]=[C:10]3[N:9]([CH:16]3[CH2:18][CH2:17]3)[C:8]2=[O:19])[CH2:4]1.Cl[C:21]1[CH:30]=[CH:29][C:28]2[C:23](=[CH:24][CH:25]=[CH:26][N:27]=2)[N:22]=1.C(N(CC)C(C)C)(C)C. The catalyst is CS(C)=O. The product is [N:22]1[C:23]2[C:28](=[N:27][CH:26]=[CH:25][CH:24]=2)[CH:29]=[CH:30][C:21]=1[NH:2][C@H:3]1[CH2:6][C@H:5]([N:7]2[C:11]3=[N:12][CH:13]=[CH:14][N:15]=[C:10]3[N:9]([CH:16]3[CH2:17][CH2:18]3)[C:8]2=[O:19])[CH2:4]1. The yield is 0.340. (6) The reactants are [C:1]([O:5][C:6]([NH:8][C:9]1[CH:14]=[CH:13][C:12]([C:15]2[CH:24]=[CH:23][C:18]([C:19]([O:21]C)=[O:20])=[CH:17][CH:16]=2)=[CH:11][N:10]=1)=[O:7])([CH3:4])([CH3:3])[CH3:2].O1CCCC1.[OH-].[Na+].C(O)(=O)CC(CC(O)=O)(C(O)=O)O. The catalyst is C(O)CCC.CO. The product is [C:1]([O:5][C:6]([NH:8][C:9]1[CH:14]=[CH:13][C:12]([C:15]2[CH:16]=[CH:17][C:18]([C:19]([OH:21])=[O:20])=[CH:23][CH:24]=2)=[CH:11][N:10]=1)=[O:7])([CH3:4])([CH3:2])[CH3:3]. The yield is 0.490. (7) The reactants are [C:1]([C:3]1[CH:11]=[CH:10][CH:9]=[C:8]2[C:4]=1[CH:5]=[CH:6][NH:7]2)#[N:2].[C:12](=O)([O-])[O-].[K+].[K+].IC. The catalyst is CN(C)C=O. The product is [CH3:12][N:7]1[C:8]2[CH:9]=[CH:10][CH:11]=[C:3]([C:1]#[N:2])[C:4]=2[CH:5]=[CH:6]1. The yield is 0.970. (8) The reactants are [Cl:1][C:2]1[N:7]=[C:6](Cl)[C:5]([C:9]([F:12])([F:11])[F:10])=[CH:4][N:3]=1.[NH2:13][C:14]1[CH:23]=[CH:22][CH:21]=[CH:20][C:15]=1[C:16]([NH:18][CH3:19])=[O:17].C(=O)=O.[OH-].[K+]. The catalyst is CC#N. The product is [Cl:1][C:2]1[N:7]=[C:6]([NH:13][C:14]2[CH:23]=[CH:22][CH:21]=[CH:20][C:15]=2[C:16]([NH:18][CH3:19])=[O:17])[C:5]([C:9]([F:12])([F:11])[F:10])=[CH:4][N:3]=1. The yield is 0.280. (9) The reactants are [CH:1]([NH:14][C:15]1[CH:20]=[CH:19][C:18]([N+:21]([O-:23])=[O:22])=[CH:17][C:16]=1I)([C:8]1[CH:13]=[CH:12][CH:11]=[CH:10][CH:9]=1)[C:2]1[CH:7]=[CH:6][CH:5]=[CH:4][CH:3]=1.[CH3:25][O:26][C:27](=[O:42])[C:28]1[CH:33]=[CH:32][C:31]([O:34][CH2:35][CH2:36][C:37]#[C:38][CH2:39][CH2:40][OH:41])=[CH:30][CH:29]=1.[Li+].[Cl-]. The catalyst is C([O-])(=O)C.[Pd+2].C([O-])(=O)C.CN(C=O)C. The product is [CH3:25][O:26][C:27](=[O:42])[C:28]1[CH:29]=[CH:30][C:31]([O:34][CH2:35][CH2:36][C:37]2[C:16]3[C:15](=[CH:20][CH:19]=[C:18]([N+:21]([O-:23])=[O:22])[CH:17]=3)[N:14]([CH:1]([C:8]3[CH:13]=[CH:12][CH:11]=[CH:10][CH:9]=3)[C:2]3[CH:7]=[CH:6][CH:5]=[CH:4][CH:3]=3)[C:38]=2[CH2:39][CH2:40][OH:41])=[CH:32][CH:33]=1. The yield is 0.710.